This data is from Reaction yield outcomes from USPTO patents with 853,638 reactions. The task is: Predict the reaction yield, written as a fraction of the theoretical maximum amount of product (1.0 means a 100% yield; for example, 0.34 means a 34% yield). (1) The reactants are [Cl:1][C:2]1[C:11]([CH:12]=[O:13])=[CH:10][C:9]2[C:4](=[CH:5][CH:6]=[C:7]([O:14][CH2:15][C:16]([O:18][C:19]([CH3:22])([CH3:21])[CH3:20])=[O:17])[CH:8]=2)[N:3]=1.CC(=CC)C.Cl([O-])=[O:29].[Na+].P([O-])(O)(O)=O.[Na+]. The catalyst is C(O)(C)(C)C.O. The product is [C:19]([O:18][C:16](=[O:17])[CH2:15][O:14][C:7]1[CH:8]=[C:9]2[C:4](=[CH:5][CH:6]=1)[N:3]=[C:2]([Cl:1])[C:11]([C:12]([OH:29])=[O:13])=[CH:10]2)([CH3:22])([CH3:21])[CH3:20]. The yield is 1.00. (2) The reactants are [NH2:1][C:2]1[CH:11]=[CH:10][C:9]([C:12]([C:14]2[N:22]3[C:17]([C:18]([O:23][CH2:24][C:25]([O:27]C(C)(C)C)=[O:26])=[CH:19][CH:20]=[CH:21]3)=[C:16]([O:32][CH3:33])[C:15]=2[CH3:34])=[O:13])=[CH:8][C:3]=1[C:4]([O:6][CH3:7])=[O:5]. The catalyst is FC(F)(F)C(O)=O.ClCCl.C(OCC)C. The product is [NH2:1][C:2]1[CH:11]=[CH:10][C:9]([C:12]([C:14]2[N:22]3[C:17]([C:18]([O:23][CH2:24][C:25]([OH:27])=[O:26])=[CH:19][CH:20]=[CH:21]3)=[C:16]([O:32][CH3:33])[C:15]=2[CH3:34])=[O:13])=[CH:8][C:3]=1[C:4]([O:6][CH3:7])=[O:5]. The yield is 0.950. (3) The reactants are Br[C:2]1[CH:7]=[CH:6][CH:5]=[CH:4][C:3]=1[F:8].ClC1C=C([C:17](=[O:25])[CH2:18][C:19]2[CH:24]=[CH:23][CH:22]=[CH:21][CH:20]=2)C=C(Cl)C=1. No catalyst specified. The product is [F:8][C:3]1[CH:4]=[CH:5][CH:6]=[CH:7][C:2]=1[C:17](=[O:25])[CH2:18][C:19]1[CH:24]=[CH:23][CH:22]=[CH:21][CH:20]=1. The yield is 0.335. (4) The reactants are C1C(C2C(=O)C3C=CC(O)=CC=3OC=2)=CC=C(O)C=1.[OH-].[K+].BrCCCC[N:27]1[C:31](=[O:32])[C:30]2=[CH:33][CH:34]=[CH:35][CH:36]=[C:29]2[C:28]1=[O:37]. The catalyst is CC(C)=O. The product is [C:31]1(=[O:32])[NH:27][C:28](=[O:37])[C:29]2=[CH:36][CH:35]=[CH:34][CH:33]=[C:30]12. The yield is 0.332. (5) The reactants are NN.CC([CH2:7][N:8]([CH2:12][CH:13]([N:21]1C(=O)C2C(=CC=CC=2)C1=O)[CH2:14][C:15]1[CH:20]=[CH:19][CH:18]=[CH:17][CH:16]=1)[C:9](=[O:11])[O-:10])(C)C. The catalyst is C1COCC1.CO. The product is [NH2:21][CH:13]([CH2:14][C:15]1[CH:16]=[CH:17][CH:18]=[CH:19][CH:20]=1)[CH2:12][N:8]([CH3:7])[C:9](=[O:11])[O:10][C:15]([CH3:20])([CH3:16])[CH3:14]. The yield is 0.880.